The task is: Predict which catalyst facilitates the given reaction.. This data is from Catalyst prediction with 721,799 reactions and 888 catalyst types from USPTO. (1) Reactant: [F:1][C:2]1[CH:7]=[C:6]([F:8])[CH:5]=[CH:4][C:3]=1[N:9]1[C:13]([C:14]2[S:23][C:22]3[C:21]4[CH:24]=[C:25]([C:28](O)=[O:29])[CH:26]=[CH:27][C:20]=4[O:19][CH2:18][CH2:17][C:16]=3[CH:15]=2)=[N:12][CH:11]=[N:10]1.CN(C(ON1N=NC2C=CC=NC1=2)=[N+](C)C)C.F[P-](F)(F)(F)(F)F.CCN(C(C)C)C(C)C.[CH3:64][N:65]([CH3:71])[C@H:66]1[CH2:70][CH2:69][NH:68][CH2:67]1. Product: [F:1][C:2]1[CH:7]=[C:6]([F:8])[CH:5]=[CH:4][C:3]=1[N:9]1[C:13]([C:14]2[S:23][C:22]3[C:21]4[CH:24]=[C:25]([C:28]([N:68]5[CH2:69][CH2:70][C@H:66]([N:65]([CH3:71])[CH3:64])[CH2:67]5)=[O:29])[CH:26]=[CH:27][C:20]=4[O:19][CH2:18][CH2:17][C:16]=3[CH:15]=2)=[N:12][CH:11]=[N:10]1. The catalyst class is: 31. (2) Reactant: [CH:1]1([NH:4][C:5]([C:7]2[C:8]3[CH:9]=[C:10]([C:20]4[C:25]([Cl:26])=[CH:24][N:23]=[C:22](Cl)[N:21]=4)[N:11]([CH2:16][O:17][CH2:18][CH3:19])[C:12]=3[CH:13]=[CH:14][CH:15]=2)=[O:6])[CH2:3][CH2:2]1.Cl.[NH2:29][C@@H:30]1[CH2:34][CH2:33][CH2:32][C@H:31]1[OH:35].CCN(C(C)C)C(C)C.O. Product: [Cl:26][C:25]1[C:20]([C:10]2[N:11]([CH2:16][O:17][CH2:18][CH3:19])[C:12]3[CH:13]=[CH:14][CH:15]=[C:7]([C:5]([NH:4][CH:1]4[CH2:3][CH2:2]4)=[O:6])[C:8]=3[CH:9]=2)=[N:21][C:22]([NH:29][C@@H:30]2[CH2:34][CH2:33][CH2:32][C@H:31]2[OH:35])=[N:23][CH:24]=1. The catalyst class is: 16. (3) Reactant: [Cl:1][C:2]1[CH:23]=[CH:22][C:5]([CH2:6][N:7]2[C:15]3[C:10](=[CH:11][C:12]([N:16]([CH2:19][CH3:20])[CH2:17][CH3:18])=[CH:13][CH:14]=3)[CH:9]=[C:8]2[CH3:21])=[CH:4][CH:3]=1.[C:24](Cl)(=[O:28])[C:25](Cl)=[O:26].C[O:31]C1C=C(N)C=CN=1.C(N(CC)CC)C. Product: [Cl:1][C:2]1[CH:23]=[CH:22][C:5]([CH2:6][N:7]2[C:15]3[C:10](=[CH:11][C:12]([N:16]([CH2:17][CH3:18])[CH2:19][CH3:20])=[CH:13][CH:14]=3)[C:9]([C:24](=[O:28])[C:25]([OH:31])=[O:26])=[C:8]2[CH3:21])=[CH:4][CH:3]=1. The catalyst class is: 4. (4) Reactant: [F:1][C:2]([F:22])([F:21])[C:3]1[CH:8]=[CH:7][C:6]([S:9]([N:12]2[CH2:16][C@@H:15]3[C@@H:17]([NH2:20])[CH2:18][CH2:19][C@@H:14]3[CH2:13]2)(=[O:11])=[O:10])=[CH:5][CH:4]=1.C(N(CC)CC)C.[N+:30]([C:33]1[CH:38]=[CH:37][CH:36]=[CH:35][C:34]=1[S:39](Cl)(=[O:41])=[O:40])([O-:32])=[O:31]. Product: [N+:30]([C:33]1[CH:38]=[CH:37][CH:36]=[CH:35][C:34]=1[S:39]([NH:20][C@@H:17]1[C@@H:15]2[C@@H:14]([CH2:13][N:12]([S:9]([C:6]3[CH:5]=[CH:4][C:3]([C:2]([F:1])([F:21])[F:22])=[CH:8][CH:7]=3)(=[O:10])=[O:11])[CH2:16]2)[CH2:19][CH2:18]1)(=[O:41])=[O:40])([O-:32])=[O:31]. The catalyst class is: 4. (5) Reactant: [NH2:1][C:2]1[N:7]=[CH:6][N:5]=[C:4]2[N:8]([C@@H:25]3[CH2:30][CH2:29][CH2:28][N:27]([C:31](=[O:35])[CH2:32][C:33]#[N:34])[CH2:26]3)[N:9]=[C:10]([C:11]3[CH:16]=[CH:15][C:14]([O:17][C:18]4[CH:23]=[CH:22][CH:21]=[CH:20][C:19]=4[F:24])=[CH:13][CH:12]=3)[C:3]=12.[CH:36]1([CH:39]=O)[CH2:38][CH2:37]1.N1CCCCC1. Product: [NH2:1][C:2]1[N:7]=[CH:6][N:5]=[C:4]2[N:8]([C@@H:25]3[CH2:30][CH2:29][CH2:28][N:27]([C:31]([C:32](=[CH:39][CH:36]4[CH2:38][CH2:37]4)[C:33]#[N:34])=[O:35])[CH2:26]3)[N:9]=[C:10]([C:11]3[CH:16]=[CH:15][C:14]([O:17][C:18]4[CH:23]=[CH:22][CH:21]=[CH:20][C:19]=4[F:24])=[CH:13][CH:12]=3)[C:3]=12. The catalyst class is: 5.